From a dataset of Full USPTO retrosynthesis dataset with 1.9M reactions from patents (1976-2016). Predict the reactants needed to synthesize the given product. (1) The reactants are: Br[C:2]1[CH:7]=[CH:6][C:5]([C:8]([CH3:12])([CH3:11])[CH2:9][OH:10])=[CH:4][CH:3]=1.CC1(C)COB(B2OCC(C)(C)CO2)OC1.C([O-])(=O)C.[K+].Br[C:35]1[CH:36]=[C:37]2[C:41](=[CH:42][C:43]=1[Cl:44])[NH:40][N:39]=[C:38]2[C:45]([OH:47])=[O:46].C(=O)([O-])[O-].[K+].[K+].Cl. Given the product [Cl:44][C:43]1[CH:42]=[C:41]2[C:37]([C:38]([C:45]([OH:47])=[O:46])=[N:39][NH:40]2)=[CH:36][C:35]=1[C:2]1[CH:7]=[CH:6][C:5]([C:8]([CH3:12])([CH3:11])[CH2:9][OH:10])=[CH:4][CH:3]=1, predict the reactants needed to synthesize it. (2) The reactants are: C[O:2][C:3](=O)[CH2:4][C:5]1[C:6](=[O:12])[NH:7][NH:8][C:9](=[O:11])[CH:10]=1.[H-].[Al+3].[Li+].[H-].[H-].[H-].[OH-].[Na+].Cl. Given the product [OH:2][CH2:3][CH2:4][C:5]1[C:6](=[O:12])[NH:7][NH:8][C:9](=[O:11])[CH:10]=1, predict the reactants needed to synthesize it.